This data is from Reaction yield outcomes from USPTO patents with 853,638 reactions. The task is: Predict the reaction yield, written as a fraction of the theoretical maximum amount of product (1.0 means a 100% yield; for example, 0.34 means a 34% yield). The reactants are C([O:4][C:5]1[CH:10]=[C:9]([CH3:11])[C:8]([CH2:12][NH:13][C:14]([C:16]2[C:21]3[O:22][C:23]4[C@@:24]([CH3:34])([C:25](=[O:33])[C:26]([C:30](=[O:32])[CH3:31])=[C:27]([OH:29])[CH:28]=4)[C:20]=3[C:19]([OH:35])=[CH:18][C:17]=2[O:36][CH3:37])=[O:15])=[C:7]([CH3:38])[C:6]=1[CH3:39])(=O)C.[OH-].[Na+]. The catalyst is O1CCCC1. The product is [C:30]([C:26]1[C:25](=[O:33])[C@@:24]2([CH3:34])[C:20]3[C:19]([OH:35])=[CH:18][C:17]([O:36][CH3:37])=[C:16]([C:14]([NH:13][CH2:12][C:8]4[C:9]([CH3:11])=[CH:10][C:5]([OH:4])=[C:6]([CH3:39])[C:7]=4[CH3:38])=[O:15])[C:21]=3[O:22][C:23]2=[CH:28][C:27]=1[OH:29])(=[O:32])[CH3:31]. The yield is 0.900.